This data is from Full USPTO retrosynthesis dataset with 1.9M reactions from patents (1976-2016). The task is: Predict the reactants needed to synthesize the given product. (1) Given the product [Br:21][C:8]1[CH:9]=[C:10]2[C:5]([CH:4]=[CH:3][C:2]([NH:11][C:12](=[O:14])[CH3:13])=[N:1]2)=[N:6][CH:7]=1, predict the reactants needed to synthesize it. The reactants are: [N:1]1[C:10]2[C:5](=[N:6][CH:7]=[CH:8][CH:9]=2)[CH:4]=[CH:3][C:2]=1[NH:11][C:12](=[O:14])[CH3:13].N1C=CC=CC=1.[Br:21]Br. (2) Given the product [F:17][C:2]([F:1])([F:16])[C:3]1[CH:8]=[CH:7][CH:6]=[CH:5][C:4]=1/[CH:9]=[N:10]/[C@H:11]1[CH2:15][CH2:14][N:13]([C:18]([O:20][C:21]([CH3:24])([CH3:23])[CH3:22])=[O:19])[CH2:12]1, predict the reactants needed to synthesize it. The reactants are: [F:1][C:2]([F:17])([F:16])[C:3]1[CH:8]=[CH:7][CH:6]=[CH:5][C:4]=1/[CH:9]=[N:10]/[C@H:11]1[CH2:15][CH2:14][NH:13][CH2:12]1.[C:18](O[C:18]([O:20][C:21]([CH3:24])([CH3:23])[CH3:22])=[O:19])([O:20][C:21]([CH3:24])([CH3:23])[CH3:22])=[O:19]. (3) Given the product [NH2:1][C:2]1[N:3]=[CH:4][C:5]([O:8][C:16]2[CH:21]=[CH:20][N:19]=[C:18]([C:22]([NH:24][CH:25]3[CH2:26][CH2:27][N:28]([CH3:31])[CH2:29][CH2:30]3)=[O:23])[CH:17]=2)=[CH:6][CH:7]=1, predict the reactants needed to synthesize it. The reactants are: [NH2:1][C:2]1[CH:7]=[CH:6][C:5]([OH:8])=[CH:4][N:3]=1.CC(C)([O-])C.[K+].Cl[C:16]1[CH:21]=[CH:20][N:19]=[C:18]([C:22]([NH:24][CH:25]2[CH2:30][CH2:29][N:28]([CH3:31])[CH2:27][CH2:26]2)=[O:23])[CH:17]=1. (4) Given the product [OH:70][C:66]([CH3:67])([CH3:65])[C:68]#[C:69][C:2]1[CH:3]=[CH:4][C:5]2[O:11][CH2:10][CH2:9][N:8]3[C:12]([CH2:18][N:19]4[C:23]5[CH:24]=[CH:25][CH:26]=[CH:27][C:22]=5[N:21]=[C:20]4[CH3:28])=[C:13]([C:15]([NH2:17])=[O:16])[N:14]=[C:7]3[C:6]=2[CH:29]=1, predict the reactants needed to synthesize it. The reactants are: Br[C:2]1[CH:3]=[CH:4][C:5]2[O:11][CH2:10][CH2:9][N:8]3[C:12]([CH2:18][N:19]4[C:23]5[CH:24]=[CH:25][CH:26]=[CH:27][C:22]=5[N:21]=[C:20]4[CH3:28])=[C:13]([C:15]([NH2:17])=[O:16])[N:14]=[C:7]3[C:6]=2[CH:29]=1.BrC1C=CC2OCCN3C(CN4C=CN=C4C)=C(C(N)=O)N=C3C=2C=1.CC1NC2C=CC=CC=2N=1.[CH3:65][C:66]([OH:70])([C:68]#[CH:69])[CH3:67]. (5) Given the product [C:2]1([C:1]2[C:9]3[CH:13]=[CH:12][S:11][C:10]=3[C:14](=[O:16])[NH:18][N:19]=2)[CH:7]=[CH:6][CH:5]=[CH:4][CH:3]=1, predict the reactants needed to synthesize it. The reactants are: [C:1]([C:9]1[CH:13]=[CH:12][S:11][C:10]=1[C:14]([OH:16])=O)(=O)[C:2]1[CH:7]=[CH:6][CH:5]=[CH:4][CH:3]=1.O.[NH2:18][NH2:19].